Dataset: Forward reaction prediction with 1.9M reactions from USPTO patents (1976-2016). Task: Predict the product of the given reaction. (1) Given the reactants C([O:3][C:4](=[O:20])[CH2:5][N:6]=C(C1C=CC=CC=1)C1C=CC=CC=1)C.[Li+].[CH3:22]C([N-]C(C)C)C.[CH3:29][Si:30](CI)([CH3:32])[CH3:31], predict the reaction product. The product is: [CH3:29][Si:30]([NH:6][C@H:5]([C:4]([OH:3])=[O:20])[CH3:22])([CH3:32])[CH3:31]. (2) Given the reactants [CH:1]1([CH2:4][O:5][C:6]2[C:7]([N+:18]([O-])=O)=[C:8]([CH:13]=[CH:14][C:15]=2[O:16][CH3:17])[C:9]([O:11][CH3:12])=[O:10])[CH2:3][CH2:2]1, predict the reaction product. The product is: [NH2:18][C:7]1[C:6]([O:5][CH2:4][CH:1]2[CH2:3][CH2:2]2)=[C:15]([O:16][CH3:17])[CH:14]=[CH:13][C:8]=1[C:9]([O:11][CH3:12])=[O:10].